Dataset: Retrosynthesis with 50K atom-mapped reactions and 10 reaction types from USPTO. Task: Predict the reactants needed to synthesize the given product. (1) The reactants are: N#CC=P(c1ccccc1)(c1ccccc1)c1ccccc1.O=Cc1ccccc1C=O. Given the product N#CC=Cc1ccccc1C=O, predict the reactants needed to synthesize it. (2) Given the product Cc1cc(C)c(SCC(F)(F)F)cc1NC(=O)NCCCl, predict the reactants needed to synthesize it. The reactants are: Cc1cc(C)c(SCC(F)(F)F)cc1N.O=C=NCCCl. (3) The reactants are: COc1ccc(COC(=O)N2C[C@H](OS(C)(=O)=O)C[C@H]2CO)cc1.Cc1ccc(S(=O)(=O)Cl)cc1. Given the product COc1ccc(COC(=O)N2C[C@H](OS(C)(=O)=O)C[C@H]2COS(=O)(=O)c2ccc(C)cc2)cc1, predict the reactants needed to synthesize it. (4) Given the product CCCON=C(C(=O)OCC)c1csc(N)n1, predict the reactants needed to synthesize it. The reactants are: CCCON=C(C(=O)CBr)C(=O)OCC.NC(N)=S. (5) Given the product CCCSc1cc(C(=O)OC)cc(Cl)n1, predict the reactants needed to synthesize it. The reactants are: CCCS.COC(=O)c1cc(Cl)nc(Cl)c1. (6) Given the product CNc1cc(-n2ncnc2N)ncn1, predict the reactants needed to synthesize it. The reactants are: CN.Nc1ncnn1-c1cc(Cl)ncn1. (7) Given the product CCSc1nc2ccccc2cc1NC(=O)CC1CCCCC1, predict the reactants needed to synthesize it. The reactants are: CCSc1nc2ccccc2cc1N.O=C(O)CC1CCCCC1. (8) Given the product CC(C)(C)OC(=O)N1CCC(Sc2cn(CC3CC3)c(=O)c3ccc(Br)cc23)CC1, predict the reactants needed to synthesize it. The reactants are: BrCC1CC1.CC(C)(C)OC(=O)N1CCC(Sc2c[nH]c(=O)c3ccc(Br)cc23)CC1. (9) Given the product O=C(NCC(=O)N1CC(Oc2ccccc2Cl)C1)c1cc(-c2ccccc2)[nH]n1, predict the reactants needed to synthesize it. The reactants are: Clc1ccccc1OC1CNC1.O=C(O)CNC(=O)c1cc(-c2ccccc2)[nH]n1.